This data is from Forward reaction prediction with 1.9M reactions from USPTO patents (1976-2016). The task is: Predict the product of the given reaction. (1) Given the reactants CN(C)C=O.N1C=CN=C1.[CH3:11][C:12]([Si:15]([C:23]1[CH:28]=[CH:27][CH:26]=[CH:25][CH:24]=1)([C:17]1[CH:22]=[CH:21][CH:20]=[CH:19][CH:18]=1)Cl)([CH3:14])[CH3:13].[Br:29][C:30]1[CH:35]=[CH:34][C:33]([OH:36])=[CH:32][CH:31]=1, predict the reaction product. The product is: [Br:29][C:30]1[CH:35]=[CH:34][C:33]([O:36][Si:15]([C:12]([CH3:14])([CH3:13])[CH3:11])([C:23]2[CH:28]=[CH:27][CH:26]=[CH:25][CH:24]=2)[C:17]2[CH:22]=[CH:21][CH:20]=[CH:19][CH:18]=2)=[CH:32][CH:31]=1. (2) Given the reactants [Cl:1][C:2]1[CH:3]=[C:4]([CH:8]2[CH2:11][C:10]3([CH2:16][CH2:15][NH:14][CH2:13][CH2:12]3)[CH2:9]2)[CH:5]=[CH:6][CH:7]=1.C1([O:23][C:24](=O)[NH:25][C:26]2[O:30][N:29]=[C:28]([CH3:31])[C:27]=2[CH3:32])C=CC=CC=1, predict the reaction product. The product is: [Cl:1][C:2]1[CH:3]=[C:4]([CH:8]2[CH2:11][C:10]3([CH2:12][CH2:13][N:14]([C:24]([NH:25][C:26]4[O:30][N:29]=[C:28]([CH3:31])[C:27]=4[CH3:32])=[O:23])[CH2:15][CH2:16]3)[CH2:9]2)[CH:5]=[CH:6][CH:7]=1. (3) The product is: [Br:1][C:2]1[N:7]=[C:6]([CH3:8])[C:5]([CH2:9][N:14]2[CH2:13][CH2:12][N:11]([C:17]([O:19][C:20]([CH3:23])([CH3:22])[CH3:21])=[O:18])[CH2:16][CH2:15]2)=[CH:4][CH:3]=1. Given the reactants [Br:1][C:2]1[N:7]=[C:6]([CH3:8])[C:5]([CH:9]=O)=[CH:4][CH:3]=1.[N:11]1([C:17]([O:19][C:20]([CH3:23])([CH3:22])[CH3:21])=[O:18])[CH2:16][CH2:15][NH:14][CH2:13][CH2:12]1.ClCCl.C(O[BH-](OC(=O)C)OC(=O)C)(=O)C.[Na+], predict the reaction product.